Task: Predict the reactants needed to synthesize the given product.. Dataset: Full USPTO retrosynthesis dataset with 1.9M reactions from patents (1976-2016) (1) Given the product [Br:1][C:2]1[CH:7]=[CH:6][C:5]2[C:8]3([O:26][C:27](=[O:28])[C:4]=2[CH:3]=1)[CH2:9][CH2:10][N:11]([C:14]([C:16]1[C:24]2[C:19](=[CH:20][C:21]([Cl:25])=[CH:22][CH:23]=2)[N:18]([CH2:33][C:32]2[CH:35]=[CH:36][CH:37]=[C:30]([F:29])[CH:31]=2)[CH:17]=1)=[O:15])[CH2:12][CH2:13]3, predict the reactants needed to synthesize it. The reactants are: [Br:1][C:2]1[CH:7]=[CH:6][C:5]2[C:8]3([O:26][C:27](=[O:28])[C:4]=2[CH:3]=1)[CH2:13][CH2:12][N:11]([C:14]([C:16]1[C:24]2[C:19](=[CH:20][C:21]([Cl:25])=[CH:22][CH:23]=2)[NH:18][CH:17]=1)=[O:15])[CH2:10][CH2:9]3.[F:29][C:30]1[CH:31]=[C:32]([CH:35]=[CH:36][CH:37]=1)[CH2:33]Cl. (2) Given the product [OH:36][CH2:34][CH2:33][CH:31]1[CH2:32][CH:30]1[C:21]1[C:22]2[C:27](=[CH:26][CH:25]=[C:24]([C:28]#[N:29])[CH:23]=2)[N:19]([S:16]([C:13]2[CH:12]=[CH:11][C:10]([CH3:35])=[CH:15][CH:14]=2)(=[O:18])=[O:17])[CH:20]=1, predict the reactants needed to synthesize it. The reactants are: C12BC(CCC1)CCC2.[C:10]1([CH3:35])[CH:15]=[CH:14][C:13]([S:16]([N:19]2[C:27]3[C:22](=[CH:23][C:24]([C:28]#[N:29])=[CH:25][CH:26]=3)[C:21]([CH:30]3[CH2:32][CH:31]3[CH:33]=[CH2:34])=[CH:20]2)(=[O:18])=[O:17])=[CH:12][CH:11]=1.[OH-:36].[Na+].OO. (3) Given the product [CH2:1]([O:3][C:4]1[CH:5]=[C:6]2[C:11](=[C:12]3[CH2:16][C:15]([CH3:18])([CH3:17])[O:14][C:13]=13)[C:10]([C:19]1[CH:20]=[C:21]([NH:25][CH2:26][C:27]3[CH:39]=[CH:40][CH:35]=[CH:36][CH:37]=3)[CH:22]=[CH:23][CH:24]=1)=[N:9][C:8]([CH3:33])([CH3:32])[CH2:7]2)[CH3:2], predict the reactants needed to synthesize it. The reactants are: [CH2:1]([O:3][C:4]1[CH:5]=[C:6]2[C:11](=[C:12]3[CH2:16][C:15]([CH3:18])([CH3:17])[O:14][C:13]=13)[C:10]([C:19]1[CH:20]=[C:21]([NH:25][C:26](=O)[C:27](F)(F)F)[CH:22]=[CH:23][CH:24]=1)=[N:9][C:8]([CH3:33])([CH3:32])[CH2:7]2)[CH3:2].C(Br)[C:35]1[CH:40]=[CH:39]C=[CH:37][CH:36]=1.[H-].[Na+].Cl. (4) Given the product [CH3:1][C:2]1[CH:3]=[CH:4][C:5]([N:22]2[CH2:23][CH2:24][O:25][CH2:26][CH2:27]2)=[C:6]([CH2:8][N:9]2[CH2:14][CH2:13][NH:12][CH2:11][CH2:10]2)[CH:7]=1, predict the reactants needed to synthesize it. The reactants are: [CH3:1][C:2]1[CH:3]=[CH:4][C:5]([N:22]2[CH2:27][CH2:26][O:25][CH2:24][CH2:23]2)=[C:6]([CH2:8][N:9]2[CH2:14][CH2:13][N:12](C(OC(C)(C)C)=O)[CH2:11][CH2:10]2)[CH:7]=1.FC(F)(F)C(O)=O. (5) Given the product [F:1][C:2]1[CH:11]=[C:10]([F:12])[CH:9]=[C:8]2[C:3]=1[C:4]([NH:20][C:21]1[CH:22]=[N:23][CH:24]=[C:25]([N:27]3[CH2:32][CH2:31][O:30][CH2:29][CH2:28]3)[CH:26]=1)=[C:5]([CH3:19])[C:6]([N:13]1[CH2:14][CH2:15][N:16]([C:39]([CH:36]3[CH2:37][CH2:38][O:33][CH2:34][CH2:35]3)=[O:40])[CH2:17][CH2:18]1)=[N:7]2, predict the reactants needed to synthesize it. The reactants are: [F:1][C:2]1[CH:11]=[C:10]([F:12])[CH:9]=[C:8]2[C:3]=1[C:4]([NH:20][C:21]1[CH:22]=[N:23][CH:24]=[C:25]([N:27]3[CH2:32][CH2:31][O:30][CH2:29][CH2:28]3)[CH:26]=1)=[C:5]([CH3:19])[C:6]([N:13]1[CH2:18][CH2:17][NH:16][CH2:15][CH2:14]1)=[N:7]2.[O:33]1[CH2:38][CH2:37][CH:36]([C:39](Cl)=[O:40])[CH2:35][CH2:34]1. (6) Given the product [OH:10][CH:9]([C:4]1[CH:5]=[CH:6][CH:7]=[CH:8][C:3]=1[O:2][CH3:1])[CH2:11][O:12][C:13]1[CH:20]=[CH:19][C:16]([CH:17]=[O:18])=[CH:15][CH:14]=1, predict the reactants needed to synthesize it. The reactants are: [CH3:1][O:2][C:3]1[CH:8]=[CH:7][CH:6]=[CH:5][C:4]=1[CH:9]1[CH2:11][O:10]1.[OH:12][C:13]1[CH:20]=[CH:19][C:16]([CH:17]=[O:18])=[CH:15][CH:14]=1.[OH-].[Na+]. (7) The reactants are: [Cl:1][C:2]1[CH:3]=[C:4]([CH:9]([CH2:17][CH:18]2[CH2:22][CH2:21][CH:20]([O:23]C3CCCCO3)[CH2:19]2)[C:10]([NH:12][C:13]([NH:15][CH3:16])=[O:14])=[O:11])[CH:5]=[CH:6][C:7]=1[Cl:8].C1(C)C=CC(S([O-])(=O)=O)=CC=1.[NH+]1C=CC=CC=1. Given the product [Cl:1][C:2]1[CH:3]=[C:4]([CH:9]([CH2:17][CH:18]2[CH2:22][CH2:21][CH:20]([OH:23])[CH2:19]2)[C:10]([NH:12][C:13]([NH:15][CH3:16])=[O:14])=[O:11])[CH:5]=[CH:6][C:7]=1[Cl:8], predict the reactants needed to synthesize it. (8) Given the product [CH3:2][C:5]1([OH:11])[CH:6]2[CH2:9][CH2:10][N:3]([CH2:8][CH2:7]2)[CH2:4]1, predict the reactants needed to synthesize it. The reactants are: [Li][CH3:2].[N:3]12[CH2:10][CH2:9][CH:6]([CH2:7][CH2:8]1)[C:5](=[O:11])[CH2:4]2.O. (9) Given the product [C:40]1(/[CH:39]=[CH:38]/[C:2]2[CH:7]=[CH:6][C:5]([C@@H:8]3[N:12]([C:13]([O:15][C:16]([CH3:19])([CH3:18])[CH3:17])=[O:14])[C@H:11]([C:20]([O:22][CH3:23])=[O:21])[CH2:10][CH2:9]3)=[CH:4][CH:3]=2)[CH:45]=[CH:44][CH:43]=[CH:42][CH:41]=1, predict the reactants needed to synthesize it. The reactants are: Br[C:2]1[CH:7]=[CH:6][C:5]([C@@H:8]2[N:12]([C:13]([O:15][C:16]([CH3:19])([CH3:18])[CH3:17])=[O:14])[C@H:11]([C:20]([O:22][CH3:23])=[O:21])[CH2:10][CH2:9]2)=[CH:4][CH:3]=1.C(=O)([O-])[O-].[Na+].[Na+].CC1(C)C(C)(C)OB(/[CH:38]=[CH:39]/[C:40]2[CH:45]=[CH:44][CH:43]=[CH:42][CH:41]=2)O1.O1CCOCC1.